This data is from Full USPTO retrosynthesis dataset with 1.9M reactions from patents (1976-2016). The task is: Predict the reactants needed to synthesize the given product. (1) Given the product [CH2:13]([O:12][C@H:9]([C@H:8]([O:20][CH2:21][C:22]1[CH:23]=[CH:24][CH:25]=[CH:26][CH:27]=1)[C@H:7]([O:28][CH2:29][C:30]1[CH:31]=[CH:32][CH:33]=[CH:34][CH:35]=1)[CH2:6][O:5][Si:4]([CH:36]([CH3:38])[CH3:37])([CH:1]([CH3:2])[CH3:3])[CH:39]([CH3:41])[CH3:40])[CH:10]([OH:62])[CH2:11][OH:46])[C:14]1[CH:15]=[CH:16][CH:17]=[CH:18][CH:19]=1, predict the reactants needed to synthesize it. The reactants are: [CH:1]([Si:4]([CH:39]([CH3:41])[CH3:40])([CH:36]([CH3:38])[CH3:37])[O:5][CH2:6][C@@H:7]([O:28][CH2:29][C:30]1[CH:35]=[CH:34][CH:33]=[CH:32][CH:31]=1)[C@@H:8]([O:20][CH2:21][C:22]1[CH:27]=[CH:26][CH:25]=[CH:24][CH:23]=1)[C@@H:9]([O:12][CH2:13][C:14]1[CH:19]=[CH:18][CH:17]=[CH:16][CH:15]=1)[CH:10]=[CH2:11])([CH3:3])[CH3:2].CC(C)=O.[OH2:46].C(O)(C)(C)C.C[N+]1([O-])CCOCC1.[Cl-].[Na+].[OH2:62]. (2) Given the product [C:38]([C@:33]([C:34]([OH:36])=[O:35])([OH:37])[C@:32]([C:24](=[O:31])[C:25]1[CH:30]=[CH:29][CH:28]=[CH:27][CH:26]=1)([OH:46])[C:47]([OH:49])=[O:48])(=[O:45])[C:39]1[CH:44]=[CH:43][CH:42]=[CH:41][CH:40]=1.[CH:1]1[C:10]2[C:5](=[C:6]([NH:11][C@@H:12]3[CH2:16][CH2:15][N:14]([C:17]([O:19][C:20]([CH3:23])([CH3:22])[CH3:21])=[O:18])[CH2:13]3)[CH:7]=[CH:8][CH:9]=2)[CH:4]=[CH:3][N:2]=1, predict the reactants needed to synthesize it. The reactants are: [CH:1]1[C:10]2[C:5](=[C:6]([NH:11][CH:12]3[CH2:16][CH2:15][N:14]([C:17]([O:19][C:20]([CH3:23])([CH3:22])[CH3:21])=[O:18])[CH2:13]3)[CH:7]=[CH:8][CH:9]=2)[CH:4]=[CH:3][N:2]=1.[C:24]([C@:32]([C:47]([OH:49])=[O:48])([OH:46])[C@:33]([C:38](=[O:45])[C:39]1[CH:44]=[CH:43][CH:42]=[CH:41][CH:40]=1)([OH:37])[C:34]([OH:36])=[O:35])(=[O:31])[C:25]1[CH:30]=[CH:29][CH:28]=[CH:27][CH:26]=1. (3) Given the product [CH3:31][C@H:28]1[CH2:29][CH2:30][C@H:25]([N:14]([CH2:15][C:16]([CH3:24])([C:18]2[CH:19]=[CH:20][CH:21]=[CH:22][CH:23]=2)[CH3:17])[C:12](=[O:13])[NH:11][C:9]2[S:10][C:6]([S:5][CH2:4][C:3]([OH:32])=[O:2])=[CH:7][N:8]=2)[CH2:26][CH2:27]1, predict the reactants needed to synthesize it. The reactants are: C[O:2][C:3](=[O:32])[CH2:4][S:5][C:6]1[S:10][C:9]([NH:11][C:12]([N:14]([CH:25]2[CH2:30][CH2:29][CH:28]([CH3:31])[CH2:27][CH2:26]2)[CH2:15][C:16]([CH3:24])([C:18]2[CH:23]=[CH:22][CH:21]=[CH:20][CH:19]=2)[CH3:17])=[O:13])=[N:8][CH:7]=1.O[Li].O. (4) Given the product [C:52]([NH:22][S:19]([CH2:18][CH2:17][CH:14]1[CH2:13][CH2:12][C:11]([S:8]([C:5]2[CH:6]=[CH:7][C:2]([Cl:1])=[CH:3][CH:4]=2)(=[O:9])=[O:10])([C:23]2[CH:28]=[C:27]([F:29])[CH:26]=[CH:25][C:24]=2[F:30])[CH2:16][CH2:15]1)(=[O:21])=[O:20])(=[O:54])[CH3:53], predict the reactants needed to synthesize it. The reactants are: [Cl:1][C:2]1[CH:7]=[CH:6][C:5]([S:8]([C:11]2([C:23]3[CH:28]=[C:27]([F:29])[CH:26]=[CH:25][C:24]=3[F:30])[CH2:16][CH2:15][CH:14]([CH2:17][CH2:18][S:19]([NH2:22])(=[O:21])=[O:20])[CH2:13][CH2:12]2)(=[O:10])=[O:9])=[CH:4][CH:3]=1.Cl.CN(C)CCCN=C=NCC.CN(C1C=CC=CN=1)C.[C:52](O)(=[O:54])[CH3:53]. (5) Given the product [NH2:21][C:19](=[O:20])[C:18]([CH3:23])([CH3:22])[C@H:17]([NH:16][C:9]1[C:4]2[N:5]([CH:14]=[C:2]([Br:1])[CH:3]=2)[N:6]=[CH:7][C:8]=1[C:11]([NH2:13])=[O:12])[CH3:24], predict the reactants needed to synthesize it. The reactants are: [Br:1][C:2]1[CH:3]=[C:4]2[C:9](Cl)=[C:8]([C:11]([NH2:13])=[O:12])[CH:7]=[N:6][N:5]2[CH:14]=1.Cl.[NH2:16][C@H:17]([CH3:24])[C:18]([CH3:23])([CH3:22])[C:19]([NH2:21])=[O:20].CCN(C(C)C)C(C)C. (6) The reactants are: Cl[C:2]1[CH:3]=[CH:4][C:5]2[N:6]([CH:8]=[CH:9][N:10]=2)[N:7]=1.[C:11]([C:14]1[CH:19]=[CH:18][C:17](B(O)O)=[CH:16][CH:15]=1)(=[O:13])[NH2:12].C([O-])([O-])=O.[Na+].[Na+]. Given the product [N:10]1[CH:9]=[CH:8][N:6]2[C:5]=1[CH:4]=[CH:3][C:2]([C:17]1[CH:18]=[CH:19][C:14]([C:11]([NH2:12])=[O:13])=[CH:15][CH:16]=1)=[N:7]2, predict the reactants needed to synthesize it.